Task: Predict which catalyst facilitates the given reaction.. Dataset: Catalyst prediction with 721,799 reactions and 888 catalyst types from USPTO (1) Reactant: [CH2:1]([C@H:3]1[CH2:8][N:7]([CH2:9][C:10]2[CH:15]=[CH:14][CH:13]=[CH:12][CH:11]=2)[C@H:6]([CH3:16])[CH2:5][NH:4]1)[CH3:2].[C:17](O[C:17]([O:19][C:20]([CH3:23])([CH3:22])[CH3:21])=[O:18])([O:19][C:20]([CH3:23])([CH3:22])[CH3:21])=[O:18]. Product: [C:17]([N:4]1[CH2:5][C@@H:6]([CH3:16])[N:7]([CH2:9][C:10]2[CH:15]=[CH:14][CH:13]=[CH:12][CH:11]=2)[CH2:8][C@@H:3]1[CH2:1][CH3:2])([O:19][C:20]([CH3:23])([CH3:22])[CH3:21])=[O:18]. The catalyst class is: 2. (2) Reactant: [NH2:1][C:2]1[S:6][C:5]([C:7]2[CH:12]=[CH:11][C:10]([Cl:13])=[CH:9][CH:8]=2)=[N:4][C:3]=1[C:14]([OH:16])=O.[NH2:17][C@@H:18]([CH:23]1[CH2:28][CH2:27][CH2:26][CH2:25][CH2:24]1)[C:19]([O:21][CH3:22])=[O:20].C(N(CC)CC)C.CN(C(ON1N=NC2C=CC=NC1=2)=[N+](C)C)C.F[P-](F)(F)(F)(F)F. Product: [NH2:1][C:2]1[S:6][C:5]([C:7]2[CH:8]=[CH:9][C:10]([Cl:13])=[CH:11][CH:12]=2)=[N:4][C:3]=1[C:14]([NH:17][C@@H:18]([CH:23]1[CH2:28][CH2:27][CH2:26][CH2:25][CH2:24]1)[C:19]([O:21][CH3:22])=[O:20])=[O:16]. The catalyst class is: 303. (3) Reactant: Cl[C:2]1[N:7]=[C:6]([NH:8][CH:9]2[CH2:17][CH:16]3[N:12]([CH2:13][CH2:14][CH2:15]3)[C:11]([CH3:19])([CH3:18])[CH2:10]2)[C:5]([F:20])=[CH:4][N:3]=1.[O:21]1[CH2:25][CH2:24][C@@H:23]([O:26][C:27]2[CH:34]=[CH:33][C:32]([NH2:35])=[CH:31][C:28]=2[C:29]#[N:30])[CH2:22]1. Product: [NH3:3].[CH3:22][OH:21].[O:21]1[CH2:25][CH2:24][C@@H:23]([O:26][C:27]2[CH:34]=[CH:33][C:32]([NH:35][C:2]3[N:7]=[C:6]([NH:8][CH:9]4[CH2:17][CH:16]5[N:12]([CH2:13][CH2:14][CH2:15]5)[C:11]([CH3:19])([CH3:18])[CH2:10]4)[C:5]([F:20])=[CH:4][N:3]=3)=[CH:31][C:28]=2[C:29]#[N:30])[CH2:22]1. The catalyst class is: 41. (4) Reactant: Cl[C:2]1[C:7]([F:8])=[CH:6][CH:5]=[CH:4][N:3]=1.[Cl:9][C:10]1[CH:15]=[CH:14][C:13](B(O)O)=[CH:12][CH:11]=1.C(=O)([O-])[O-].[Na+].[Na+].C1(C)C=CC=CC=1. Product: [Cl:9][C:10]1[CH:15]=[CH:14][C:13]([C:2]2[C:7]([F:8])=[CH:6][CH:5]=[CH:4][N:3]=2)=[CH:12][CH:11]=1. The catalyst class is: 6. (5) Reactant: [CH2:1]([O:8][C:9]1[CH:10]=[C:11]([CH:24]=[CH:25][C:26]=1[N:27]1[CH2:31][C:30](=[O:32])[N:29](CC[Si](C)(C)C)[S:28]1(=[O:40])=[O:39])[CH2:12][C@@H:13]1[CH2:18][CH2:17][CH2:16][CH2:15][C@H:14]1[NH:19][S:20]([CH3:23])(=[O:22])=[O:21])[C:2]1[CH:7]=[CH:6][CH:5]=[CH:4][CH:3]=1.[F-].[Cs+].C(OCC)(=O)C. Product: [CH2:1]([O:8][C:9]1[CH:10]=[C:11]([CH:24]=[CH:25][C:26]=1[N:27]1[CH2:31][C:30](=[O:32])[NH:29][S:28]1(=[O:39])=[O:40])[CH2:12][C@@H:13]1[CH2:18][CH2:17][CH2:16][CH2:15][C@H:14]1[NH:19][S:20]([CH3:23])(=[O:21])=[O:22])[C:2]1[CH:3]=[CH:4][CH:5]=[CH:6][CH:7]=1. The catalyst class is: 3. (6) Reactant: [CH2:1]([O:8][C:9]1[CH:14]=[CH:13][C:12]([C:15]2[CH:20]=[CH:19][N:18]=[CH:17][CH:16]=2)=[CH:11][C:10]=1[N+:21]([O-])=O)[C:2]1[CH:7]=[CH:6][CH:5]=[CH:4][CH:3]=1.O.O.[Sn](Cl)Cl. Product: [CH2:1]([O:8][C:9]1[CH:14]=[CH:13][C:12]([C:15]2[CH:16]=[CH:17][N:18]=[CH:19][CH:20]=2)=[CH:11][C:10]=1[NH2:21])[C:2]1[CH:3]=[CH:4][CH:5]=[CH:6][CH:7]=1. The catalyst class is: 13. (7) Reactant: [Br:1][C:2]1[S:6][C:5]([C:7]([NH:9][C:10]2[C:15]([Cl:16])=[CH:14][CH:13]=[CH:12][C:11]=2[Cl:17])=[NH:8])=[CH:4][CH:3]=1.C(=O)(O)[O-].[Na+].Br[CH2:24][C:25](=O)[C:26]([O:28][CH2:29][CH3:30])=[O:27]. Product: [CH2:29]([O:28][C:26]([C:25]1[N:8]=[C:7]([C:5]2[S:6][C:2]([Br:1])=[CH:3][CH:4]=2)[N:9]([C:10]2[C:11]([Cl:17])=[CH:12][CH:13]=[CH:14][C:15]=2[Cl:16])[CH:24]=1)=[O:27])[CH3:30]. The catalyst class is: 32. (8) Reactant: [C:1]([O:5][C:6]([N:8]1[CH2:13][C@@H:12]([N:14]([C:19]([C:21]2[N:25]([CH2:26][CH2:27][CH2:28][CH2:29][O:30][CH3:31])[C:24]3[CH:32]=[CH:33][CH:34]=[CH:35][C:23]=3[N:22]=2)=[O:20])[CH2:15][CH:16]([CH3:18])[CH3:17])[CH2:11][C@@H:10]([C:36](O)=[O:37])[CH2:9]1)=[O:7])([CH3:4])([CH3:3])[CH3:2].[NH:39]1[CH2:44][CH2:43][O:42][CH2:41][CH2:40]1.CCN=C=NCCCN(C)C.C1C=CC2N(O)N=NC=2C=1.C(=O)(O)[O-].[Na+]. Product: [CH3:31][O:30][CH2:29][CH2:28][CH2:27][CH2:26][N:25]1[C:24]2[CH:32]=[CH:33][CH:34]=[CH:35][C:23]=2[N:22]=[C:21]1[C:19]([N:14]([CH2:15][CH:16]([CH3:18])[CH3:17])[C@H:12]1[CH2:11][C@@H:10]([C:36]([N:39]2[CH2:44][CH2:43][O:42][CH2:41][CH2:40]2)=[O:37])[CH2:9][N:8]([C:6]([O:5][C:1]([CH3:4])([CH3:3])[CH3:2])=[O:7])[CH2:13]1)=[O:20]. The catalyst class is: 3. (9) Reactant: [CH3:1][O:2][C:3](=[O:23])[C@H:4]([CH2:13][NH:14][C:15](=[O:22])[C:16]1[CH:21]=[CH:20][CH:19]=[CH:18][CH:17]=1)[NH:5]C(OC(C)(C)C)=O. Product: [CH3:1][O:2][C:3](=[O:23])[C@H:4]([CH2:13][NH:14][C:15](=[O:22])[C:16]1[CH:21]=[CH:20][CH:19]=[CH:18][CH:17]=1)[NH2:5]. The catalyst class is: 281. (10) Reactant: [CH3:1][C:2]1[N:6]2[CH:7]=[CH:8][C:9]3[CH2:10][CH2:11][CH2:12][CH2:13][C:14]=3[C:5]2=[N:4][C:3]=1[CH2:15]O.S(Cl)([Cl:19])=O. Product: [Cl:19][CH2:15][C:3]1[N:4]=[C:5]2[C:14]3[CH2:13][CH2:12][CH2:11][CH2:10][C:9]=3[CH:8]=[CH:7][N:6]2[C:2]=1[CH3:1]. The catalyst class is: 2.